This data is from Forward reaction prediction with 1.9M reactions from USPTO patents (1976-2016). The task is: Predict the product of the given reaction. (1) The product is: [F:79][C:51]1([F:50])[CH2:55][NH:54][C@H:53]([C:63]2[NH:64][C:65](=[O:78])[C:66]3[O:71][C:70]4[CH:72]=[CH:73][C:74]([O:76][CH3:77])=[CH:75][C:69]=4[C:67]=3[N:68]=2)[CH2:52]1. Given the reactants BrC1C=CC2OC3C(=O)NC(C4CCNCC4)=NC=3C=2C=1.BrC1C=CC2OC3C(=O)NC(C4CCN(C(OC(C)(C)C)=O)CC4)=NC=3C=2C=1.[F:50][C:51]1([F:79])[CH2:55][N:54](C(OC(C)(C)C)=O)[C@@H:53]([C:63]2[NH:64][C:65](=[O:78])[C:66]3[O:71][C:70]4[CH:72]=[CH:73][C:74]([O:76][CH3:77])=[CH:75][C:69]=4[C:67]=3[N:68]=2)[CH2:52]1, predict the reaction product. (2) Given the reactants [Cl:1][C:2]1[CH:10]=[C:6]([C:7]([OH:9])=O)[C:5]([NH2:11])=[CH:4][CH:3]=1.P(O[C:28]1[CH:33]=[CH:32][CH:31]=[CH:30][CH:29]=1)(O[C:28]1[CH:33]=[CH:32][CH:31]=[CH:30][CH:29]=1)O[C:28]1[CH:33]=[CH:32][CH:31]=[CH:30][CH:29]=1.C(Cl)(=O)C.[NH2:38][C:39]1C=CC=C[CH:40]=1, predict the reaction product. The product is: [Cl:1][C:2]1[CH:10]=[C:6]2[C:5](=[CH:4][CH:3]=1)[N:11]=[C:39]([CH3:40])[N:38]([C:28]1[CH:29]=[CH:30][CH:31]=[CH:32][CH:33]=1)[C:7]2=[O:9]. (3) Given the reactants Br[C:2]1[C:10]2[C:5](=[N:6][CH:7]=[CH:8][CH:9]=2)[NH:4][C:3]=1[C:11]([O:13][CH3:14])=[O:12].Cl.[NH2:16][C:17]1[CH:22]=[CH:21][C:20](B(O)O)=[CH:19][CH:18]=1.[Cl-].[Li+].C(=O)([O-])[O-].[Na+].[Na+], predict the reaction product. The product is: [NH2:16][C:17]1[CH:22]=[CH:21][C:20]([C:2]2[C:10]3[C:5](=[N:6][CH:7]=[CH:8][CH:9]=3)[NH:4][C:3]=2[C:11]([O:13][CH3:14])=[O:12])=[CH:19][CH:18]=1. (4) Given the reactants [CH3:1][C:2]1[S:10][C:9]2[CH2:8][CH2:7][N:6]=[C:5]([CH3:11])[C:4]=2[C:3]=1[CH3:12].C(O[BH-](OC(=O)C)OC(=O)C)(=O)C.[Na+], predict the reaction product. The product is: [CH3:1][C:2]1[S:10][C:9]2[CH2:8][CH2:7][NH:6][CH:5]([CH3:11])[C:4]=2[C:3]=1[CH3:12]. (5) Given the reactants [F:1][C:2]1[CH:7]=[CH:6][C:5]([C:8]([CH3:13])([CH3:12])[C:9](O)=[O:10])=[CH:4][CH:3]=1.[H-].[H-].[H-].[H-].[Li+].[Al+3], predict the reaction product. The product is: [F:1][C:2]1[CH:3]=[CH:4][C:5]([C:8]([CH3:13])([CH3:12])[CH2:9][OH:10])=[CH:6][CH:7]=1. (6) Given the reactants C(CC1C=CC(C[CH2:10][CH2:11][NH:12][C:13]2[CH:18]=[CH:17][CH:16]=[CH:15][C:14]=2[C@@H:19]2[CH2:28][CH2:27][C:26]3[CH:25]=[C:24]([O:29]C(=O)C(C)(C)C)[CH:23]=[CH:22][C:21]=3[CH2:20]2)=CC=1)(O)=O.[NH:38]1[CH2:43][CH2:42][CH2:41][CH2:40][CH2:39]1, predict the reaction product. The product is: [CH2:11]([N:12]([CH2:25][C:26]1[CH:27]=[CH:28][C:19]([CH2:14][CH2:13][N:38]2[CH2:43][CH2:42][CH2:41][CH2:40][CH2:39]2)=[CH:20][CH:21]=1)[C:13]1[CH:18]=[CH:17][CH:16]=[CH:15][C:14]=1[C@@H:19]1[CH2:28][CH2:27][C:26]2[CH:25]=[C:24]([OH:29])[CH:23]=[CH:22][C:21]=2[CH2:20]1)[CH3:10]. (7) Given the reactants Cl[C:2]1[CH:7]=[CH:6][C:5]([C:8]#[C:9][C:10]2[N:11]=[C:12]([CH3:15])[S:13][CH:14]=2)=[CH:4][N:3]=1.[CH3:16][O:17][C:18]1[CH:23]=[CH:22][C:21]([F:24])=[CH:20][C:19]=1B(O)O.C(=O)([O-])[O-].[K+].[K+], predict the reaction product. The product is: [F:24][C:21]1[CH:20]=[CH:19][C:18]([O:17][CH3:16])=[C:23]([C:2]2[CH:7]=[CH:6][C:5]([C:8]#[C:9][C:10]3[N:11]=[C:12]([CH3:15])[S:13][CH:14]=3)=[CH:4][N:3]=2)[CH:22]=1. (8) Given the reactants [C:1]([C:3]1[CH:8]=[CH:7][C:6]([CH:9]2[CH2:14][CH2:13][N:12]([C:15]([C:17]3[CH:18]=[CH:19][C:20]([CH3:33])=[C:21]([NH:23][S:24]([CH:27]4[CH2:32][CH2:31][NH:30][CH2:29][CH2:28]4)(=[O:26])=[O:25])[CH:22]=3)=[O:16])[CH2:11][CH2:10]2)=[CH:5][CH:4]=1)#[N:2].[CH3:34][CH:35]([S:37](Cl)(=[O:39])=[O:38])[CH3:36], predict the reaction product. The product is: [C:1]([C:3]1[CH:4]=[CH:5][C:6]([CH:9]2[CH2:14][CH2:13][N:12]([C:15]([C:17]3[CH:18]=[CH:19][C:20]([CH3:33])=[C:21]([NH:23][S:24]([CH:27]4[CH2:28][CH2:29][N:30]([S:37]([CH:35]([CH3:36])[CH3:34])(=[O:39])=[O:38])[CH2:31][CH2:32]4)(=[O:26])=[O:25])[CH:22]=3)=[O:16])[CH2:11][CH2:10]2)=[CH:7][CH:8]=1)#[N:2].